From a dataset of Forward reaction prediction with 1.9M reactions from USPTO patents (1976-2016). Predict the product of the given reaction. (1) Given the reactants [NH2:1][C@:2]12[CH2:37][CH2:36][C@@H:35]([C:38]([CH3:40])=[CH2:39])[C@@H:3]1[C@@H:4]1[C@@:17]([CH3:20])([CH2:18][CH2:19]2)[C@@:16]2([CH3:21])[C@@H:7]([C@:8]3([CH3:34])[C@@H:13]([CH2:14][CH2:15]2)[C:12]([CH3:23])([CH3:22])[C:11]([C:24]2[CH:33]=[CH:32][C:27]([C:28]([O:30]C)=[O:29])=[CH:26][CH:25]=2)=[CH:10][CH2:9]3)[CH2:6][CH2:5]1.[CH:41](=O)[C:42]1[O:46][CH:45]=[CH:44][CH:43]=1.C(O[BH-](OC(=O)C)OC(=O)C)(=O)C.[Na+].[Na], predict the reaction product. The product is: [O:46]1[CH:45]=[CH:44][CH:43]=[C:42]1[CH2:41][NH:1][C@:2]12[CH2:37][CH2:36][C@@H:35]([C:38]([CH3:40])=[CH2:39])[C@@H:3]1[C@@H:4]1[C@@:17]([CH3:20])([CH2:18][CH2:19]2)[C@@:16]2([CH3:21])[C@@H:7]([C@:8]3([CH3:34])[C@@H:13]([CH2:14][CH2:15]2)[C:12]([CH3:23])([CH3:22])[C:11]([C:24]2[CH:25]=[CH:26][C:27]([C:28]([OH:30])=[O:29])=[CH:32][CH:33]=2)=[CH:10][CH2:9]3)[CH2:6][CH2:5]1. (2) Given the reactants C([O:8][CH2:9][CH:10]1[O:15][CH2:14][C:13]([CH3:17])([CH3:16])[CH2:12][O:11]1)C1C=CC=CC=1.[H][H], predict the reaction product. The product is: [CH3:16][C:13]1([CH3:17])[CH2:14][O:15][CH:10]([CH2:9][OH:8])[O:11][CH2:12]1. (3) Given the reactants [F:1][C:2]1[CH:11]=[CH:10][C:5]2[N:6]=[C:7]([NH2:9])[S:8][C:4]=2[CH:3]=1.[F:12][C:13]([F:24])([F:23])[C:14]1[CH:15]=[C:16]([CH:20]=[CH:21][CH:22]=1)[C:17](Cl)=[O:18].Br[CH:26]([CH3:32])[C:27]([O:29]CC)=[O:28].COC1C=CC2N=C(N)SC=2C=1.ClC1C=C(C=CC=1)C(Cl)=O.BrCC(OCC)=O, predict the reaction product. The product is: [F:1][C:2]1[CH:11]=[CH:10][C:5]2[N:6]([CH:26]([CH3:32])[C:27]([OH:29])=[O:28])[C:7](=[N:9][C:17](=[O:18])[C:16]3[CH:20]=[CH:21][CH:22]=[C:14]([C:13]([F:24])([F:23])[F:12])[CH:15]=3)[S:8][C:4]=2[CH:3]=1. (4) Given the reactants Br[C:2]1[CH:3]=[C:4]([C:7]2[CH:12]=[C:11]([C:13]3[CH:18]=[CH:17][C:16]([C:19]([F:22])([F:21])[F:20])=[CH:15][CH:14]=3)[CH:10]=[C:9]([CH3:23])[N:8]=2)[S:5][CH:6]=1.[NH2:24][C:25]1[CH:30]=[CH:29][C:28](B2OC(C)(C)C(C)(C)O2)=[CH:27][N:26]=1, predict the reaction product. The product is: [CH3:23][C:9]1[N:8]=[C:7]([C:4]2[S:5][CH:6]=[C:2]([C:28]3[CH:29]=[CH:30][C:25]([NH2:24])=[N:26][CH:27]=3)[CH:3]=2)[CH:12]=[C:11]([C:13]2[CH:18]=[CH:17][C:16]([C:19]([F:22])([F:21])[F:20])=[CH:15][CH:14]=2)[CH:10]=1. (5) Given the reactants [C:1]([N:4]1[CH2:9][CH2:8][NH:7][CH2:6][CH2:5]1)(=[O:3])[CH3:2].[Cl:10][CH2:11][C:12]([C:14]1[CH:19]=[CH:18][C:17]([F:20])=[CH:16][CH:15]=1)=[O:13].C(=O)([O-])O.[K+], predict the reaction product. The product is: [ClH:10].[C:1]([N:4]1[CH2:9][CH2:8][N:7]([CH2:11][C:12]([C:14]2[CH:19]=[CH:18][C:17]([F:20])=[CH:16][CH:15]=2)=[O:13])[CH2:6][CH2:5]1)(=[O:3])[CH3:2].